From a dataset of Full USPTO retrosynthesis dataset with 1.9M reactions from patents (1976-2016). Predict the reactants needed to synthesize the given product. (1) The reactants are: [N:1](OCCC(C)C)=[O:2].[C:9]1(=[O:19])[C:17]2[C:12](=[CH:13][CH:14]=[CH:15][CH:16]=2)[CH2:11][C:10]1=O.Cl. Given the product [C:9]1(=[O:19])[C:17]2[C:12](=[CH:13][CH:14]=[CH:15][CH:16]=2)[CH2:11][C:10]1=[N:1][OH:2], predict the reactants needed to synthesize it. (2) Given the product [F:12][C:9]([F:10])([F:11])[C:7]1[CH:6]=[C:5]([C@H:13]([O:15][C@H:16]2[CH2:25][CH2:24][C:23]3[N:22]=[C:21]([CH:26]([OH:28])[CH3:27])[CH:20]=[CH:19][C:18]=3[C@@H:17]2[C:29]2[CH:30]=[CH:31][C:32]([F:35])=[CH:33][CH:34]=2)[CH3:14])[CH:4]=[C:3]([C:2]([F:1])([F:36])[F:37])[CH:8]=1, predict the reactants needed to synthesize it. The reactants are: [F:1][C:2]([F:37])([F:36])[C:3]1[CH:4]=[C:5]([C@H:13]([O:15][C@H:16]2[CH2:25][CH2:24][C:23]3[N:22]=[C:21]([C:26](=[O:28])[CH3:27])[CH:20]=[CH:19][C:18]=3[C@@H:17]2[C:29]2[CH:34]=[CH:33][C:32]([F:35])=[CH:31][CH:30]=2)[CH3:14])[CH:6]=[C:7]([C:9]([F:12])([F:11])[F:10])[CH:8]=1.[BH4-].[Na+]. (3) Given the product [C:26]([C:24]1[CH:25]=[C:17]([C:15]([NH:14][C:5]2([C:3]([OH:4])=[O:2])[CH2:6][C:7]3[C:12](=[CH:11][CH:10]=[CH:9][CH:8]=3)[CH2:13]2)=[O:16])[C:18]2[CH2:19][CH2:20][C:21]([CH3:31])([CH3:30])[C:22]=2[CH:23]=1)([CH3:27])([CH3:28])[CH3:29], predict the reactants needed to synthesize it. The reactants are: C[O:2][C:3]([C:5]1([NH:14][C:15]([C:17]2[C:18]3[CH2:19][CH2:20][C:21]([CH3:31])([CH3:30])[C:22]=3[CH:23]=[C:24]([C:26]([CH3:29])([CH3:28])[CH3:27])[CH:25]=2)=[O:16])[CH2:13][C:12]2[C:7](=[CH:8][CH:9]=[CH:10][CH:11]=2)[CH2:6]1)=[O:4].[OH-].[K+].O. (4) Given the product [CH2:1]([O:3][C:4]([C:6]1[N:7]=[C:8]([Br:23])[N:9]([CH:20]([CH3:22])[CH3:21])[C:10]=1[CH:11]([NH:24][C:25]1[C:26](=[O:32])[NH:27][CH:28]=[C:29]([Cl:31])[CH:30]=1)[C:13]1[CH:18]=[CH:17][C:16]([Cl:19])=[CH:15][CH:14]=1)=[O:5])[CH3:2], predict the reactants needed to synthesize it. The reactants are: [CH2:1]([O:3][C:4]([C:6]1[N:7]=[C:8]([Br:23])[N:9]([CH:20]([CH3:22])[CH3:21])[C:10]=1[CH:11]([C:13]1[CH:18]=[CH:17][C:16]([Cl:19])=[CH:15][CH:14]=1)O)=[O:5])[CH3:2].[NH2:24][C:25]1[C:26]([OH:32])=[N:27][CH:28]=[C:29]([Cl:31])[CH:30]=1. (5) Given the product [OH:21][C:22]1[CH:23]=[C:24](/[CH:25]=[CH:13]/[C:12](=[O:14])[CH2:11][C:10](=[O:15])/[CH:9]=[CH:8]/[C:5]2[CH:4]=[CH:3][C:2]([OH:1])=[CH:7][CH:6]=2)[CH:27]=[CH:28][C:29]=1[O:30][CH3:31], predict the reactants needed to synthesize it. The reactants are: [OH:1][C:2]1[CH:7]=[CH:6][C:5]([CH:8]=[CH:9][C:10](=[O:15])[CH2:11][C:12](=[O:14])[CH3:13])=[CH:4][CH:3]=1.B(OB=O)=O.[OH:21][C:22]1[CH:23]=[C:24]([CH:27]=[CH:28][C:29]=1[O:30][CH3:31])[CH:25]=O.B(OCCCC)(OCCCC)OCCCC.C(N)CCC.Cl.C([O-])(O)=O.[Na+]. (6) Given the product [CH3:14][C:11]1([CH3:15])[CH2:12][CH2:13][C:8]([C:4]2[C:3]([NH:16][C:17]([C:19]3[NH:20][CH:21]=[C:22]([C:24]#[N:25])[N:23]=3)=[O:18])=[CH:2][CH:7]=[C:6]([C:29]3([OH:32])[CH2:30][CH2:31][O:26][CH2:27][CH2:28]3)[N:5]=2)=[CH:9][CH2:10]1, predict the reactants needed to synthesize it. The reactants are: Br[C:2]1[CH:7]=[CH:6][N:5]=[C:4]([C:8]2[CH2:13][CH2:12][C:11]([CH3:15])([CH3:14])[CH2:10][CH:9]=2)[C:3]=1[NH:16][C:17]([C:19]1[NH:20][CH:21]=[C:22]([C:24]#[N:25])[N:23]=1)=[O:18].[O:26]1[CH2:31][CH2:30][C:29](=[O:32])[CH2:28][CH2:27]1. (7) Given the product [Cl:1][C:2]1[C:3](/[C:9](=[N:36]/[OH:37])/[CH2:10][C@H:11]([C:19]2[CH:24]=[CH:23][C:22]([C:25]3[CH:30]=[CH:29][C:28]([C:31]([OH:33])=[O:32])=[CH:27][CH:26]=3)=[CH:21][CH:20]=2)[C:12]2[CH:17]=[CH:16][CH:15]=[CH:14][C:13]=2[CH3:18])=[CH:4][C:5]([F:8])=[N:6][CH:7]=1, predict the reactants needed to synthesize it. The reactants are: [Cl:1][C:2]1[C:3]([C:9](=O)[CH2:10][C@H:11]([C:19]2[CH:24]=[CH:23][C:22]([C:25]3[CH:30]=[CH:29][C:28]([C:31]([OH:33])=[O:32])=[CH:27][CH:26]=3)=[CH:21][CH:20]=2)[C:12]2[CH:17]=[CH:16][CH:15]=[CH:14][C:13]=2[CH3:18])=[CH:4][C:5]([F:8])=[N:6][CH:7]=1.Cl.[NH2:36][OH:37].C(=O)([O-])O.[Na+]. (8) Given the product [CH2:44]([N:46]([CH2:50][CH3:51])[CH2:47][CH2:48][NH:49][C:36]([NH:20][C:19]1[CH:21]=[C:22]([CH3:23])[C:16]([O:15][C:6]2[C:5]3[C:10](=[CH:11][C:12]([O:13][CH3:14])=[C:3]([O:2][CH3:1])[CH:4]=3)[N:9]=[CH:8][CH:7]=2)=[CH:17][C:18]=1[CH3:24])=[O:42])[CH3:45], predict the reactants needed to synthesize it. The reactants are: [CH3:1][O:2][C:3]1[CH:4]=[C:5]2[C:10](=[CH:11][C:12]=1[O:13][CH3:14])[N:9]=[CH:8][CH:7]=[C:6]2[O:15][C:16]1[C:22]([CH3:23])=[CH:21][C:19]([NH2:20])=[C:18]([CH3:24])[CH:17]=1.C(N(CC)CC)C.ClC(Cl)(O[C:36](=[O:42])OC(Cl)(Cl)Cl)Cl.[CH2:44]([N:46]([CH2:50][CH3:51])[CH2:47][CH2:48][NH2:49])[CH3:45]. (9) The reactants are: Br[C:2]1[S:3][C:4]2[C:10]([C:11]3[CH:16]=[CH:15][C:14]([Cl:17])=[CH:13][CH:12]=3)=[C:9]([C@H:18]([O:23][C:24]([CH3:27])([CH3:26])[CH3:25])[C:19]([O:21][CH3:22])=[O:20])[C:8]([CH3:28])=[CH:7][C:5]=2[N:6]=1.[C:29]1([CH:35]2[CH2:39][CH2:38][NH:37][CH2:36]2)[CH:34]=[CH:33][CH:32]=[CH:31][CH:30]=1.C(N(CC)CCC)C. Given the product [C:24]([O:23][C@@H:18]([C:9]1[C:8]([CH3:28])=[CH:7][C:5]2[N:6]=[C:2]([N:37]3[CH2:38][CH2:39][CH:35]([C:29]4[CH:34]=[CH:33][CH:32]=[CH:31][CH:30]=4)[CH2:36]3)[S:3][C:4]=2[C:10]=1[C:11]1[CH:16]=[CH:15][C:14]([Cl:17])=[CH:13][CH:12]=1)[C:19]([O:21][CH3:22])=[O:20])([CH3:27])([CH3:26])[CH3:25], predict the reactants needed to synthesize it. (10) The reactants are: Cl.[CH3:2][O:3][C:4]1[CH:9]=[CH:8][N:7]=[C:6]([N:10]2[CH2:15][CH2:14][NH:13][CH2:12][CH2:11]2)[N:5]=1.[O:16]=[C:17]1[NH:26][C:25]2[N:24]=[C:23]([O:27][CH2:28][CH2:29][CH2:30][CH:31]=O)[CH:22]=[CH:21][C:20]=2[CH:19]=[CH:18]1. Given the product [CH3:2][O:3][C:4]1[CH:9]=[CH:8][N:7]=[C:6]([N:10]2[CH2:11][CH2:12][N:13]([CH2:31][CH2:30][CH2:29][CH2:28][O:27][C:23]3[N:24]=[C:25]4[C:20]([CH:19]=[CH:18][C:17](=[O:16])[NH:26]4)=[CH:21][CH:22]=3)[CH2:14][CH2:15]2)[N:5]=1, predict the reactants needed to synthesize it.